This data is from Reaction yield outcomes from USPTO patents with 853,638 reactions. The task is: Predict the reaction yield, written as a fraction of the theoretical maximum amount of product (1.0 means a 100% yield; for example, 0.34 means a 34% yield). (1) The product is [CH:25]([C:27]1[C:28]([C:33]([NH:1][C:2]2[CH:7]=[CH:6][C:5]([N:8]3[C:14](=[O:15])[CH2:13][C:12](=[O:16])[NH:11][C:10]4[C:17]5[C:22]([CH:23]=[CH:24][C:9]3=4)=[CH:21][CH:20]=[CH:19][CH:18]=5)=[CH:4][CH:3]=2)=[O:34])=[N:29][CH:30]=[CH:31][CH:32]=1)=[CH2:26]. The yield is 0.350. No catalyst specified. The reactants are [NH2:1][C:2]1[CH:7]=[CH:6][C:5]([N:8]2[C:14](=[O:15])[CH2:13][C:12](=[O:16])[NH:11][C:10]3[C:17]4[C:22]([CH:23]=[CH:24][C:9]2=3)=[CH:21][CH:20]=[CH:19][CH:18]=4)=[CH:4][CH:3]=1.[CH:25]([C:27]1[C:28]([C:33](Cl)=[O:34])=[N:29][CH:30]=[CH:31][CH:32]=1)=[CH2:26].NC1C=CC(N2C(=O)CC(=O)NC3C(CC)=CC=CC2=3)=CC=1. (2) The reactants are [CH3:1][O:2][C:3]1[CH:12]=[C:11]2[C:6]([C:7](O)=[N:8][C:9]([N:13]3[CH2:17][CH2:16][CH2:15][CH2:14]3)=[N:10]2)=[CH:5][CH:4]=1.O=P(Cl)(Cl)[Cl:21]. No catalyst specified. The product is [Cl:21][C:7]1[C:6]2[C:11](=[CH:12][C:3]([O:2][CH3:1])=[CH:4][CH:5]=2)[N:10]=[C:9]([N:13]2[CH2:17][CH2:16][CH2:15][CH2:14]2)[N:8]=1. The yield is 0.840. (3) The reactants are [H-].[Na+].[Br:3][C:4]1[C:9]([OH:10])=[CH:8][CH:7]=[CH:6][N:5]=1.I[CH3:12]. The catalyst is CN(C=O)C. The product is [Br:3][C:4]1[C:9]([O:10][CH3:12])=[CH:8][CH:7]=[CH:6][N:5]=1. The yield is 0.830. (4) The yield is 0.670. The catalyst is CN(C)C(=O)C.CN(C)C=O. The reactants are F[C:2]1[CH:9]=[CH:8][CH:7]=[C:6](F)[C:3]=1[C:4]#[N:5].[Cl:11][C:12]1[CH:17]=[CH:16][C:15]([OH:18])=[CH:14][CH:13]=1.C(=O)([O-])[O-].[K+].[K+].C(=O)(O)O.[NH2:29][C:30]([NH2:32])=[NH:31]. The product is [Cl:11][C:12]1[CH:17]=[CH:16][C:15]([O:18][C:2]2[CH:9]=[CH:8][CH:7]=[C:6]3[C:3]=2[C:4]([NH2:5])=[N:31][C:30]([NH2:32])=[N:29]3)=[CH:14][CH:13]=1. (5) The reactants are [Br:1][C:2]1[C:7]([CH3:8])=[CH:6][CH:5]=[CH:4][C:3]=1[CH:9]([O:14][C:15]([CH3:18])([CH3:17])[CH3:16])[C:10]([O:12][CH3:13])=[O:11].BrN1C(=[O:25])CCC1=O.N(C1(C#N)CCCCC1)=NC1(C#N)CCCCC1.C[N+]1([O-])CCOCC1. The catalyst is C(Cl)(Cl)(Cl)Cl.ClCCl. The product is [Br:1][C:2]1[C:7]([CH:8]=[O:25])=[CH:6][CH:5]=[CH:4][C:3]=1[CH:9]([O:14][C:15]([CH3:18])([CH3:17])[CH3:16])[C:10]([O:12][CH3:13])=[O:11]. The yield is 0.600. (6) The product is [N:1]1[CH:2]=[CH:3][N:4]2[C:9]=1[CH:8]=[CH:7][C:6]([O:10][C:11]1[CH:17]=[CH:16][CH:15]=[CH:14][C:12]=1[NH:13][C:32]([NH:31][C:25]1[CH:30]=[CH:29][CH:28]=[CH:27][CH:26]=1)=[O:33])=[N:5]2. The catalyst is O1CCCC1. The yield is 0.720. The reactants are [N:1]1[CH:2]=[CH:3][N:4]2[C:9]=1[CH:8]=[CH:7][C:6]([O:10][C:11]1[CH:17]=[CH:16][CH:15]=[CH:14][C:12]=1[NH2:13])=[N:5]2.C(N(CC)CC)C.[C:25]1([N:31]=[C:32]=[O:33])[CH:30]=[CH:29][CH:28]=[CH:27][CH:26]=1.